This data is from Reaction yield outcomes from USPTO patents with 853,638 reactions. The task is: Predict the reaction yield, written as a fraction of the theoretical maximum amount of product (1.0 means a 100% yield; for example, 0.34 means a 34% yield). The reactants are [NH2:1][C@H:2]1[CH2:7][CH2:6][N:5]([C:8]2[CH:9]=[CH:10][C:11]([F:18])=[C:12]([CH:17]=2)[C:13]([O:15][CH3:16])=[O:14])[CH2:4][C@H:3]1[O:19][CH3:20].[Cl:21][C:22]1[N:23]=[C:24]([C:29](O)=[O:30])[NH:25][C:26]=1[CH2:27][CH3:28].CCN=C=NCCCN(C)C.Cl.C1C=CC2N(O)N=NC=2C=1. No catalyst specified. The product is [Cl:21][C:22]1[N:23]=[C:24]([C:29]([NH:1][C@H:2]2[CH2:7][CH2:6][N:5]([C:8]3[CH:9]=[CH:10][C:11]([F:18])=[C:12]([CH:17]=3)[C:13]([O:15][CH3:16])=[O:14])[CH2:4][C@H:3]2[O:19][CH3:20])=[O:30])[NH:25][C:26]=1[CH2:27][CH3:28]. The yield is 0.390.